This data is from Catalyst prediction with 721,799 reactions and 888 catalyst types from USPTO. The task is: Predict which catalyst facilitates the given reaction. (1) The catalyst class is: 19. Reactant: [CH3:1][N:2]1[CH2:11][C:10]2[C:12]3[CH:13]=[C:14]([CH3:18])[CH:15]=[CH:16][C:17]=3[N:8]3[C:9]=2[C:4]([CH3:25])([CH2:5][CH:6]=[C:7]3[C:19]2[CH:24]=[CH:23][CH:22]=[CH:21][CH:20]=2)[CH2:3]1.C([O-])=O.[NH4+]. Product: [CH3:1][N:2]1[CH2:11][C:10]2[C:12]3[CH:13]=[C:14]([CH3:18])[CH:15]=[CH:16][C:17]=3[N:8]3[C:9]=2[C:4]([CH3:25])([CH2:5][CH2:6][CH:7]3[C:19]2[CH:24]=[CH:23][CH:22]=[CH:21][CH:20]=2)[CH2:3]1. (2) Reactant: C(OC(=O)[NH:7][C@@H:8]1[CH2:13][CH2:12][CH2:11][N:10]([C:14]([C:16]2[N:17]=[C:18]([CH:28]3[CH2:30][CH2:29]3)[S:19][C:20]=2[C:21]2[CH:22]=[C:23]([CH3:27])[CH:24]=[CH:25][CH:26]=2)=[O:15])[CH2:9]1)(C)(C)C.[ClH:32]. Product: [ClH:32].[ClH:32].[NH2:7][C@@H:8]1[CH2:13][CH2:12][CH2:11][N:10]([C:14]([C:16]2[N:17]=[C:18]([CH:28]3[CH2:29][CH2:30]3)[S:19][C:20]=2[C:21]2[CH:22]=[C:23]([CH3:27])[CH:24]=[CH:25][CH:26]=2)=[O:15])[CH2:9]1. The catalyst class is: 12. (3) The catalyst class is: 4. Product: [Cl:1][C:2]1[N:3]=[CH:4][C:5]2[N:11]([CH3:12])[C:10](=[O:13])[C:9](=[CH:14][CH3:15])[CH2:8][N:7]([CH:17]3[CH2:21][CH2:20][CH2:19][CH2:18]3)[C:6]=2[N:22]=1. Reactant: [Cl:1][C:2]1[N:3]=[CH:4][C:5]2[N:11]([CH3:12])[C:10](=[O:13])[CH:9]([CH:14](O)[CH3:15])[CH2:8][N:7]([CH:17]3[CH2:21][CH2:20][CH2:19][CH2:18]3)[C:6]=2[N:22]=1.C(N(CC)CC)C.CS(Cl)(=O)=O.[H-].[Na+]. (4) Reactant: [Br:1][C:2]1[CH:3]=[CH:4][C:5](F)=[C:6]([CH:9]=1)[CH:7]=[O:8].[CH3:11][O:12][C:13]1[CH:18]=[CH:17][C:16]([OH:19])=[CH:15][CH:14]=1.C([O-])([O-])=O.[K+].[K+]. Product: [Br:1][C:2]1[CH:3]=[CH:4][C:5]([O:19][C:16]2[CH:17]=[CH:18][C:13]([O:12][CH3:11])=[CH:14][CH:15]=2)=[C:6]([CH:9]=1)[CH:7]=[O:8]. The catalyst class is: 80. (5) Reactant: [CH3:1][C:2]1[C:8]([OH:9])=[CH:7][CH:6]=[CH:5][C:3]=1[OH:4].[Cl:10]N1C(=O)CCC1=O. Product: [Cl:10][C:7]1[CH:6]=[CH:5][C:3]([OH:4])=[C:2]([CH3:1])[C:8]=1[OH:9]. The catalyst class is: 5. (6) Reactant: [CH2:1]1[C:9]2[C:8]3[CH:10]=[CH:11][CH:12]=[CH:13][C:7]=3[O:6][C:5]=2[CH2:4][CH2:3][CH:2]1[NH2:14].[C:15](Cl)(=[O:18])[CH2:16][CH3:17].C(N(CC)CC)C. Product: [CH:1]1[C:9]2[C:8]3[CH2:10][CH2:11][CH2:12][CH2:13][C:7]=3[O:6][C:5]=2[CH:4]=[CH:3][C:2]=1[NH:14][C:15](=[O:18])[CH2:16][CH3:17]. The catalyst class is: 7. (7) Reactant: [CH3:1][O:2][C:3]1[CH:8]=[C:7]([O:9][CH2:10][C:11]2[S:15][C:14]([C:16]3[CH:21]=[CH:20][C:19]([C:22]([F:25])([F:24])[F:23])=[CH:18][CH:17]=3)=[N:13][C:12]=2[CH2:26][S:27][CH3:28])[CH:6]=[CH:5][C:4]=1[C:29]1[NH:33][C:32](=[O:34])[O:31][N:30]=1.ClC1C=CC=C(C(OO)=[O:43])C=1.O. Product: [CH3:28][S:27]([CH2:26][C:12]1[N:13]=[C:14]([C:16]2[CH:21]=[CH:20][C:19]([C:22]([F:23])([F:24])[F:25])=[CH:18][CH:17]=2)[S:15][C:11]=1[CH2:10][O:9][C:7]1[CH:6]=[CH:5][C:4]([C:29]2[NH:33][C:32](=[O:34])[O:31][N:30]=2)=[C:3]([O:2][CH3:1])[CH:8]=1)=[O:43]. The catalyst class is: 9. (8) Reactant: [O:1]1[C:5]2[CH:6]=[CH:7][CH:8]=[CH:9][C:4]=2[CH:3]=[C:2]1[C:10]1[C:18]2[C:13](=[CH:14][CH:15]=[C:16]([C:19]#[N:20])[CH:17]=2)[N:12](C2CCCCO2)[N:11]=1.[NH2:27][NH:28][C:29](=O)[CH2:30][N:31]([CH3:33])[CH3:32].C[O-].[Na+]. Product: [O:1]1[C:5]2[CH:6]=[CH:7][CH:8]=[CH:9][C:4]=2[CH:3]=[C:2]1[C:10]1[C:18]2[C:13](=[CH:14][CH:15]=[C:16]([C:19]3[NH:27][N:28]=[C:29]([CH2:30][N:31]([CH3:33])[CH3:32])[N:20]=3)[CH:17]=2)[NH:12][N:11]=1. The catalyst class is: 138. (9) Reactant: [C:1]1([OH:7])[CH:6]=[CH:5][CH:4]=[CH:3][CH:2]=1.Cl[C:9]1[CH:14]=[C:13]([Cl:15])[N:12]=[C:11]([NH2:16])[CH:10]=1.[H-].[Na+].CS(C)=O. Product: [Cl:15][C:13]1[N:12]=[C:11]([NH2:16])[CH:10]=[C:9]([O:7][C:1]2[CH:6]=[CH:5][CH:4]=[CH:3][CH:2]=2)[CH:14]=1. The catalyst class is: 6. (10) Reactant: [CH2:1]([N:8]1[CH:16]=[C:15]2[C:10]([CH:11]=[C:12]([C:17]3[CH:18]=[C:19]([CH:27]4[CH2:31][CH2:30][NH:29][CH2:28]4)[N:20]4[C:25]=3[C:24]([NH2:26])=[N:23][CH:22]=[N:21]4)[CH:13]=[CH:14]2)=[N:9]1)[C:2]1[CH:7]=[CH:6][CH:5]=[CH:4][CH:3]=1.[N:32]1([C:38](Cl)=[O:39])[CH2:37][CH2:36][O:35][CH2:34][CH2:33]1.C(N(CC)CC)C. Product: [CH2:1]([N:8]1[CH:16]=[C:15]2[C:10]([CH:11]=[C:12]([C:17]3[CH:18]=[C:19]([CH:27]4[CH2:31][CH2:30][N:29]([C:38]([N:32]5[CH2:37][CH2:36][O:35][CH2:34][CH2:33]5)=[O:39])[CH2:28]4)[N:20]4[C:25]=3[C:24]([NH2:26])=[N:23][CH:22]=[N:21]4)[CH:13]=[CH:14]2)=[N:9]1)[C:2]1[CH:3]=[CH:4][CH:5]=[CH:6][CH:7]=1. The catalyst class is: 7.